From a dataset of NCI-60 drug combinations with 297,098 pairs across 59 cell lines. Regression. Given two drug SMILES strings and cell line genomic features, predict the synergy score measuring deviation from expected non-interaction effect. (1) Drug 1: CC(CN1CC(=O)NC(=O)C1)N2CC(=O)NC(=O)C2. Drug 2: C1CC(C1)(C(=O)O)C(=O)O.[NH2-].[NH2-].[Pt+2]. Cell line: OVCAR-8. Synergy scores: CSS=26.8, Synergy_ZIP=-2.95, Synergy_Bliss=-1.16, Synergy_Loewe=-1.38, Synergy_HSA=2.41. (2) Drug 1: CN(C(=O)NC(C=O)C(C(C(CO)O)O)O)N=O. Drug 2: C(CN)CNCCSP(=O)(O)O. Cell line: SK-MEL-2. Synergy scores: CSS=4.85, Synergy_ZIP=-3.59, Synergy_Bliss=-13.3, Synergy_Loewe=-15.3, Synergy_HSA=-15.0. (3) Drug 1: CC12CCC(CC1=CCC3C2CCC4(C3CC=C4C5=CN=CC=C5)C)O. Drug 2: C1=CC(=CC=C1C#N)C(C2=CC=C(C=C2)C#N)N3C=NC=N3. Cell line: SF-539. Synergy scores: CSS=9.31, Synergy_ZIP=-0.950, Synergy_Bliss=2.39, Synergy_Loewe=4.17, Synergy_HSA=3.52. (4) Synergy scores: CSS=16.7, Synergy_ZIP=-9.61, Synergy_Bliss=1.29, Synergy_Loewe=0.778, Synergy_HSA=1.42. Drug 1: C1CCC(C(C1)N)N.C(=O)(C(=O)[O-])[O-].[Pt+4]. Drug 2: CC12CCC3C(C1CCC2OP(=O)(O)O)CCC4=C3C=CC(=C4)OC(=O)N(CCCl)CCCl.[Na+]. Cell line: ACHN. (5) Drug 1: C1=NNC2=C1C(=O)NC=N2. Drug 2: C1CNP(=O)(OC1)N(CCCl)CCCl. Cell line: HOP-62. Synergy scores: CSS=0.0215, Synergy_ZIP=5.18, Synergy_Bliss=9.71, Synergy_Loewe=6.07, Synergy_HSA=1.94.